Dataset: KCNQ2 potassium channel screen with 302,405 compounds. Task: Binary Classification. Given a drug SMILES string, predict its activity (active/inactive) in a high-throughput screening assay against a specified biological target. (1) The drug is O=c1nc([nH]c(c1N)C)C. The result is 0 (inactive). (2) The molecule is O(C(=O)Cc1c2c([nH]c1)cccc2)CC(=O)Nc1cc(OC)c(OC)cc1. The result is 0 (inactive). (3) The molecule is O=C(NCC1N(CCC1)CC)CN1c2c(OCC1=O)ccc(c2)C. The result is 0 (inactive). (4) The drug is Clc1cc(NC(=S)NNC(=O)C2C(C2)c2ccc(cc2)C)ccc1. The result is 1 (active). (5) The compound is Clc1c(c(NCC(=O)n2nc(cc2C)C)ccc1)C. The result is 0 (inactive). (6) The molecule is O1C(C(=O)N2CCN(CC2)Cc2cc3OCOc3cc2)COc2c1cccc2. The result is 0 (inactive). (7) The molecule is O(C(=O)c1[nH]nc(c2ccc(OC)cc2)c1)CC. The result is 0 (inactive).